This data is from Full USPTO retrosynthesis dataset with 1.9M reactions from patents (1976-2016). The task is: Predict the reactants needed to synthesize the given product. (1) Given the product [CH2:20]([O:14][CH2:13][CH2:12][CH2:11][CH2:10][CH2:9][O:8][CH2:1][C:2]1[CH:7]=[CH:6][CH:5]=[CH:4][CH:3]=1)[CH:19]=[CH2:18], predict the reactants needed to synthesize it. The reactants are: [CH2:1]([O:8][CH2:9][CH2:10][CH2:11][CH2:12][CH2:13][OH:14])[C:2]1[CH:7]=[CH:6][CH:5]=[CH:4][CH:3]=1.[H-].[Na+].Br[CH2:18][CH:19]=[CH2:20]. (2) The reactants are: [CH3:1][C:2]1([CH3:13])[CH2:7][CH:6]([C:8](O)=[O:9])[CH2:5][C:4]([CH3:12])([CH3:11])[O:3]1.C(Cl)(=O)C([Cl:17])=O. Given the product [CH3:1][C:2]1([CH3:13])[CH2:7][CH:6]([C:8]([Cl:17])=[O:9])[CH2:5][C:4]([CH3:12])([CH3:11])[O:3]1, predict the reactants needed to synthesize it. (3) Given the product [CH2:1]([O:3][C:4](=[O:36])[C:5]1[CH:6]=[CH:7][C:8]([N:11]2[CH:20]=[C:16]([CH:17]([CH3:18])[CH3:19])[C@@:15]([C:23]3[CH:28]=[CH:27][C:26]([CH2:29][CH2:30][C:31]([CH3:34])([CH3:32])[CH3:33])=[C:25]([Cl:35])[CH:24]=3)([CH3:22])[NH:14][C:12]2=[O:13])=[CH:9][CH:10]=1)[CH3:2], predict the reactants needed to synthesize it. The reactants are: [CH2:1]([O:3][C:4](=[O:36])[C:5]1[CH:10]=[CH:9][C:8]([NH:11][C:12]([NH:14][C@:15]([C:23]2[CH:28]=[CH:27][C:26]([CH2:29][CH2:30][C:31]([CH3:34])([CH3:33])[CH3:32])=[C:25]([Cl:35])[CH:24]=2)([CH3:22])[CH:16]([CH2:20]O)[CH:17]([CH3:19])[CH3:18])=[O:13])=[CH:7][CH:6]=1)[CH3:2].C(O)(=O)C.C(O)(=O)C.IC1C=CC=CC=1.CC1(C)N([O])C(C)(C)CCC1.S([O-])([O-])=O.[Na+].[Na+]. (4) The reactants are: [CH:1]1([N:4]([CH2:28][C:29]2[CH:34]=[C:33]([CH2:35][CH2:36][CH2:37][O:38][CH3:39])[CH:32]=[C:31]([OH:40])[CH:30]=2)[C:5]([C@H:7]2[C@H:12]([C:13]3[CH:18]=[CH:17][N:16]([CH3:19])[C:15](=[O:20])[CH:14]=3)[CH2:11][CH2:10][N:9]([C:21]([O:23][C:24]([CH3:27])([CH3:26])[CH3:25])=[O:22])[CH2:8]2)=[O:6])[CH2:3][CH2:2]1.C(=O)([O-])[O-].[Cs+].[Cs+].[I-].[Na+].Cl[CH2:50][CH2:51][O:52][CH:53]1[CH2:55][CH2:54]1. Given the product [CH:1]1([N:4]([CH2:28][C:29]2[CH:34]=[C:33]([CH2:35][CH2:36][CH2:37][O:38][CH3:39])[CH:32]=[C:31]([O:40][CH2:50][CH2:51][O:52][CH:53]3[CH2:55][CH2:54]3)[CH:30]=2)[C:5]([C@H:7]2[C@H:12]([C:13]3[CH:18]=[CH:17][N:16]([CH3:19])[C:15](=[O:20])[CH:14]=3)[CH2:11][CH2:10][N:9]([C:21]([O:23][C:24]([CH3:25])([CH3:26])[CH3:27])=[O:22])[CH2:8]2)=[O:6])[CH2:3][CH2:2]1, predict the reactants needed to synthesize it. (5) The reactants are: [Cl:1][CH2:2][C:3](=O)[CH2:4][C:5]([O:7][CH2:8][CH3:9])=[O:6].S(=O)(=O)(O)O.[CH3:16][C:17]1C(O)=C[CH:21]=[CH:20][C:18]=1[OH:19]. Given the product [Cl:1][CH2:2][C:3]1[C:9]2[C:8](=[C:20]([CH3:21])[C:18]([OH:19])=[CH:17][CH:16]=2)[O:7][C:5](=[O:6])[CH:4]=1, predict the reactants needed to synthesize it. (6) Given the product [CH3:1][C:2]1[CH:7]=[CH:6][C:5]([S:8]([NH:11][C:12](=[O:44])[O:13][CH2:14][CH2:15][C:16]2[CH:21]=[CH:20][C:19]([N:22]3[C:23]4[CH:28]=[C:27]([Cl:29])[C:26]([C:30]([F:32])([F:31])[F:33])=[CH:25][C:24]=4[N:34]=[C:35]3[C:37]3[CH:41]=[C:40]([CH3:42])[N:39]([CH3:43])[N:38]=3)=[CH:18][CH:17]=2)(=[O:10])=[O:9])=[CH:4][CH:3]=1, predict the reactants needed to synthesize it. The reactants are: [CH3:1][C:2]1[CH:7]=[CH:6][C:5]([S:8]([NH:11][C:12](=[O:44])[O:13][CH2:14][CH2:15][C:16]2[CH:21]=[CH:20][C:19]([NH:22][C:23]3[CH:28]=[C:27]([Cl:29])[C:26]([C:30]([F:33])([F:32])[F:31])=[CH:25][C:24]=3[NH:34][C:35]([C:37]3[CH:41]=[C:40]([CH3:42])[N:39]([CH3:43])[N:38]=3)=O)=[CH:18][CH:17]=2)(=[O:10])=[O:9])=[CH:4][CH:3]=1.Cl.